Task: Predict the reactants needed to synthesize the given product.. Dataset: Full USPTO retrosynthesis dataset with 1.9M reactions from patents (1976-2016) (1) The reactants are: [C:1]1([NH2:9])(N)[CH2:6][CH2:5][CH2:4][CH2:3][CH:2]1[NH2:7].[C:10](OC)(=O)[C:11](OC)=O. Given the product [N:7]1[C:2]2[C:1](=[CH:6][CH:5]=[CH:4][CH:3]=2)[N:9]=[CH:11][CH:10]=1, predict the reactants needed to synthesize it. (2) Given the product [O:18]=[C:16]1[NH:15][CH2:14][C@H:13]([CH2:12][N:23]2[C:19](=[O:29])[C:20]3[C:21](=[CH:25][CH:26]=[CH:27][CH:28]=3)[C:22]2=[O:24])[O:17]1, predict the reactants needed to synthesize it. The reactants are: CC1C=CC(S(O[CH2:12][C@@H:13]2[O:17][C:16](=[O:18])[NH:15][CH2:14]2)(=O)=O)=CC=1.[C:19]1(=[O:29])[NH:23][C:22](=[O:24])[C:21]2=[CH:25][CH:26]=[CH:27][CH:28]=[C:20]12.[K].[Cl-].[Na+].O.O.